Dataset: Full USPTO retrosynthesis dataset with 1.9M reactions from patents (1976-2016). Task: Predict the reactants needed to synthesize the given product. (1) Given the product [Cl:1][C:2]1[CH:3]=[CH:4][C:5]([NH:8][C:9]([C:11]2[CH:16]=[C:15]([Cl:17])[CH:14]=[CH:13][C:12]=2[NH:18][C:19]([C:21]2[CH:26]=[CH:25][C:24]([S:27]([CH3:33])(=[N:29][CH2:30][CH2:31][Br:54])=[O:28])=[CH:23][CH:22]=2)=[O:20])=[O:10])=[N:6][CH:7]=1, predict the reactants needed to synthesize it. The reactants are: [Cl:1][C:2]1[CH:3]=[CH:4][C:5]([NH:8][C:9]([C:11]2[CH:16]=[C:15]([Cl:17])[CH:14]=[CH:13][C:12]=2[NH:18][C:19]([C:21]2[CH:26]=[CH:25][C:24]([S:27]([CH3:33])(=[N:29][CH2:30][CH2:31]O)=[O:28])=[CH:23][CH:22]=2)=[O:20])=[O:10])=[N:6][CH:7]=1.C1(P(C2C=CC=CC=2)C2C=CC=CC=2)C=CC=CC=1.C(Br)(Br)(Br)[Br:54]. (2) The reactants are: [Cl:1][C:2]1[CH:10]=[CH:9][CH:8]=[C:7]2[C:3]=1[C:4]([C:15]([OH:17])=O)=[CH:5][N:6]2[CH2:11][CH2:12][O:13][CH3:14].[NH2:18][CH:19]([C:22]1[CH:27]=[CH:26][CH:25]=[C:24]([C:28]([F:31])([F:30])[F:29])[C:23]=1[Cl:32])[CH2:20][OH:21].Cl.CN(C)CCCN=C=NCC.N1(O)C2C=CC=CC=2N=N1.CCN(C(C)C)C(C)C. Given the product [Cl:1][C:2]1[CH:10]=[CH:9][CH:8]=[C:7]2[C:3]=1[C:4]([C:15]([NH:18][CH:19]([C:22]1[CH:27]=[CH:26][CH:25]=[C:24]([C:28]([F:29])([F:30])[F:31])[C:23]=1[Cl:32])[CH2:20][OH:21])=[O:17])=[CH:5][N:6]2[CH2:11][CH2:12][O:13][CH3:14], predict the reactants needed to synthesize it. (3) Given the product [N:1]([C:4]1[C:9]([F:10])=[CH:8][N:7]=[CH:6][C:5]=1/[CH:11]=[N:21]/[C:15]1[C:16]([F:20])=[CH:17][CH:18]=[CH:19][C:14]=1[Cl:13])=[N+:2]=[N-:3], predict the reactants needed to synthesize it. The reactants are: [N:1]([C:4]1[C:9]([F:10])=[CH:8][N:7]=[CH:6][C:5]=1[CH:11]=O)=[N+:2]=[N-:3].[Cl:13][C:14]1[CH:19]=[CH:18][CH:17]=[C:16]([F:20])[C:15]=1[NH2:21].C(N(CC)CC)C. (4) The reactants are: [NH2:1][C@@H:2]1[CH2:7][CH2:6][C@H:5]([NH:8][C:9]([C:11]2[C:15]3[N:16]=[CH:17][N:18]=[C:19]([C:20]4[CH:25]=[CH:24][C:23]([F:26])=[CH:22][C:21]=4[O:27][CH2:28][CH:29]4[CH2:31][CH2:30]4)[C:14]=3[NH:13][CH:12]=2)=[O:10])[CH2:4][CH2:3]1.[CH3:32][O:33][CH2:34][C:35](Cl)=[O:36]. Given the product [CH3:32][O:33][CH2:34][C:35]([NH:1][C@@H:2]1[CH2:7][CH2:6][C@H:5]([NH:8][C:9]([C:11]2[C:15]3[N:16]=[CH:17][N:18]=[C:19]([C:20]4[CH:25]=[CH:24][C:23]([F:26])=[CH:22][C:21]=4[O:27][CH2:28][CH:29]4[CH2:30][CH2:31]4)[C:14]=3[NH:13][CH:12]=2)=[O:10])[CH2:4][CH2:3]1)=[O:36], predict the reactants needed to synthesize it. (5) Given the product [CH2:2]([O:6][CH:7]1[CH2:10][N:9]([C:49](=[O:51])/[CH:42]=[CH:43]/[C:47]2[CH:38]=[C:40]3[C:48](=[N:45][CH:46]=2)[NH:19][C:18](=[O:31])[CH2:17][CH2:16]3)[CH2:8]1)[CH:3]([CH3:5])[CH3:4], predict the reactants needed to synthesize it. The reactants are: Cl.[CH2:2]([O:6][CH:7]1[CH2:10][NH:9][CH2:8]1)[CH:3]([CH3:5])[CH3:4].CCN=C=N[CH2:16][CH2:17][CH2:18][N:19](C)C.C1C=CC2N([OH:31])N=NC=2C=1.C(N([CH:38]([CH3:40])C)CC)(C)C.Cl[CH2:42][C:43]1[CH:47]=[CH:46][N:45]([CH3:48])N=1.[C:49](OCC)(=[O:51])C. (6) Given the product [Br:1][C:2]1[CH:3]=[N:4][C:5]2[N:6]([N:8]=[C:9]([C:11]([N:16]3[CH2:17][CH2:18][C:19]4[C:24](=[CH:23][CH:22]=[CH:21][C:20]=4[C:25]([F:26])([F:27])[F:28])[N:15]3[CH3:14])=[O:13])[CH:10]=2)[CH:7]=1, predict the reactants needed to synthesize it. The reactants are: [Br:1][C:2]1[CH:3]=[N:4][C:5]2[N:6]([N:8]=[C:9]([C:11]([OH:13])=O)[CH:10]=2)[CH:7]=1.[CH3:14][N:15]1[C:24]2[C:19](=[C:20]([C:25]([F:28])([F:27])[F:26])[CH:21]=[CH:22][CH:23]=2)[CH2:18][CH2:17][NH:16]1. (7) The reactants are: [NH4+:1].[Cl-].C[Al](C)C.[Cl:7][C:8]1[CH:13]=[CH:12][CH:11]=[CH:10][C:9]=1[C:14]1[CH:19]=[CH:18][CH:17]=[CH:16][C:15]=1[CH2:20][C:21]#[N:22]. Given the product [ClH:7].[Cl:7][C:8]1[CH:13]=[CH:12][CH:11]=[CH:10][C:9]=1[C:14]1[CH:19]=[CH:18][CH:17]=[CH:16][C:15]=1[CH2:20][C:21]([NH2:1])=[NH:22], predict the reactants needed to synthesize it. (8) Given the product [CH2:11]1[C:12]2[C:8](=[CH:7][C:6]([NH:5][C:3](=[O:4])[CH:2]([NH:1][C:33]([NH:32][C:24]3[CH:25]=[C:26]([N+:29]([O-:31])=[O:30])[CH:27]=[CH:28][C:23]=3[O:22][CH3:21])=[O:34])[C:15]3[CH:16]=[CH:17][CH:18]=[CH:19][CH:20]=3)=[CH:14][CH:13]=2)[CH2:9][CH2:10]1, predict the reactants needed to synthesize it. The reactants are: [NH2:1][CH:2]([C:15]1[CH:20]=[CH:19][CH:18]=[CH:17][CH:16]=1)[C:3]([NH:5][C:6]1[CH:7]=[C:8]2[C:12](=[CH:13][CH:14]=1)[CH2:11][CH2:10][CH2:9]2)=[O:4].[CH3:21][O:22][C:23]1[CH:28]=[CH:27][C:26]([N+:29]([O-:31])=[O:30])=[CH:25][C:24]=1[N:32]=[C:33]=[O:34]. (9) Given the product [Cl:36][C:33]1[CH:34]=[C:42]([NH:38][C:10](=[O:12])[C:9]2[CH:13]=[C:14]([C:25]3[CH:26]=[N:27][N:28]([CH3:30])[CH:29]=3)[C:15]([C:17]([N:19]3[CH2:24][CH2:23][O:22][CH2:21][CH2:20]3)=[O:18])=[CH:16][C:8]=2[O:7][CH2:6][C:5]2[CH:31]=[CH:32][C:2]([F:1])=[CH:3][CH:4]=2)[CH:41]=[CH:46][CH:45]=1, predict the reactants needed to synthesize it. The reactants are: [F:1][C:2]1[CH:32]=[CH:31][C:5]([CH2:6][O:7][C:8]2[CH:16]=[C:15]([C:17]([N:19]3[CH2:24][CH2:23][O:22][CH2:21][CH2:20]3)=[O:18])[C:14]([C:25]3[CH:26]=[N:27][N:28]([CH3:30])[CH:29]=3)=[CH:13][C:9]=2[C:10]([OH:12])=O)=[CH:4][CH:3]=1.[CH2:33]([Cl:36])[CH2:34]Cl.O[N:38]1[C:42]2N=C[CH:45]=[CH:46][C:41]=2N=N1.CCN(C(C)C)C(C)C. (10) Given the product [C:1]1([S:7]([N:10]2[C:14]3=[N:15][CH:16]=[CH:17][C:18]([C:19]4[N:20]=[C:21]([N:32]5[CH2:37][CH2:36][N:35]([C:38]([O:40][C:41]([CH3:44])([CH3:43])[CH3:42])=[O:39])[CH2:34][CH2:33]5)[C:22]5[C:28]([CH:29]6[CH2:31][CH2:30]6)=[CH:27][N:26]=[CH:25][C:23]=5[N:24]=4)=[C:13]3[C:12]([C:46]3[CH:51]=[CH:50][CH:49]=[CH:48][CH:47]=3)=[CH:11]2)(=[O:9])=[O:8])[CH:6]=[CH:5][CH:4]=[CH:3][CH:2]=1, predict the reactants needed to synthesize it. The reactants are: [C:1]1([S:7]([N:10]2[C:14]3=[N:15][CH:16]=[CH:17][C:18]([C:19]4[N:20]=[C:21]([N:32]5[CH2:37][CH2:36][N:35]([C:38]([O:40][C:41]([CH3:44])([CH3:43])[CH3:42])=[O:39])[CH2:34][CH2:33]5)[C:22]5[C:28]([CH:29]6[CH2:31][CH2:30]6)=[CH:27][N:26]=[CH:25][C:23]=5[N:24]=4)=[C:13]3[C:12](Br)=[CH:11]2)(=[O:9])=[O:8])[CH:6]=[CH:5][CH:4]=[CH:3][CH:2]=1.[C:46]1(B(O)O)[CH:51]=[CH:50][CH:49]=[CH:48][CH:47]=1.[O-]P([O-])([O-])=O.[K+].[K+].[K+].